From a dataset of Reaction yield outcomes from USPTO patents with 853,638 reactions. Predict the reaction yield, written as a fraction of the theoretical maximum amount of product (1.0 means a 100% yield; for example, 0.34 means a 34% yield). (1) The reactants are [CH2:1]([O:8][C:9]([N:11]1[CH:16]2[CH2:17][CH2:18][C:13]([C:19]([OH:21])=O)([CH:14]=[CH:15]2)[O:12]1)=[O:10])[C:2]1[CH:7]=[CH:6][CH:5]=[CH:4][CH:3]=1.O[N:23]1C2N=CC=CC=2N=N1.Cl.C(N=C=NCCCN(C)C)C.C(=O)([O-])O.[NH4+]. The catalyst is CN(C=O)C.O. The product is [CH2:1]([O:8][C:9]([N:11]1[CH:16]2[CH2:17][CH2:18][C:13]([C:19](=[O:21])[NH2:23])([CH:14]=[CH:15]2)[O:12]1)=[O:10])[C:2]1[CH:7]=[CH:6][CH:5]=[CH:4][CH:3]=1. The yield is 0.830. (2) The reactants are [Br:1][C:2]1[CH:3]=[CH:4][C:5]([C:9]([CH3:12])([CH3:11])[CH3:10])=[C:6]([OH:8])[CH:7]=1.[CH2:13](Br)[C:14]1[CH:19]=[CH:18][CH:17]=[CH:16][CH:15]=1.C([O-])([O-])=O.[Cs+].[Cs+]. The catalyst is C(#N)C. The product is [CH2:13]([O:8][C:6]1[CH:7]=[C:2]([Br:1])[CH:3]=[CH:4][C:5]=1[C:9]([CH3:12])([CH3:11])[CH3:10])[C:14]1[CH:19]=[CH:18][CH:17]=[CH:16][CH:15]=1. The yield is 0.920. (3) The yield is 0.890. The product is [CH:26]1([CH2:25][O:45][NH:44][C:19]([C:10]2[C:9]([NH:8][C:5]3[CH:6]=[CH:7][C:2]([Br:1])=[CH:3][C:4]=3[Cl:22])=[C:17]([F:18])[C:13]3[N:14]=[CH:15][NH:16][C:12]=3[CH:11]=2)=[O:20])[CH2:27][CH2:28]1. The reactants are [Br:1][C:2]1[CH:7]=[CH:6][C:5]([NH:8][C:9]2[C:10]([C:19](O)=[O:20])=[CH:11][C:12]3[NH:16][CH:15]=[N:14][C:13]=3[C:17]=2[F:18])=[C:4]([Cl:22])[CH:3]=1.C1C=[CH:25][C:26]2N(O)N=N[C:27]=2[CH:28]=1.C(N(CC)CC)C.Cl.C1([N:44](C)[OH:45])CC1.CCN=C=NCCCN(C)C. The catalyst is CN(C=O)C.C(OCC)(=O)C.O. (4) The reactants are [F:1][C:2]1[CH:21]=[CH:20][C:5]([C:6]([NH:8][C:9]2[C:17]([O:18][CH3:19])=[CH:16][CH:15]=[CH:14][C:10]=2[C:11]([NH2:13])=[O:12])=O)=[CH:4][CH:3]=1. The product is [F:1][C:2]1[CH:21]=[CH:20][C:5]([C:6]2[NH:13][C:11](=[O:12])[C:10]3[C:9](=[C:17]([O:18][CH3:19])[CH:16]=[CH:15][CH:14]=3)[N:8]=2)=[CH:4][CH:3]=1. The yield is 0.980. The catalyst is [OH-].[Na+]. (5) The reactants are COC(=O)[NH:4][CH2:5][C@H:6]([CH2:11][C:12](=[O:14])N)[CH2:7][CH:8]([CH3:10])[CH3:9].[OH-:16].[Na+]. The catalyst is Cl. The product is [CH3:9][CH:8]([CH2:7][C@H:6]([CH2:5][NH2:4])[CH2:11][C:12]([OH:14])=[O:16])[CH3:10]. The yield is 0.215. (6) The reactants are [Li].[C:2]([O:6][C:7](=[O:26])[N:8]([CH:11]([CH3:25])[CH2:12][C:13]1[CH:24]=[CH:23][C:16]2[O:17][CH:18]([C:20](=O)[NH2:21])[O:19][C:15]=2[CH:14]=1)[CH2:9][CH3:10])([CH3:5])([CH3:4])[CH3:3]. The catalyst is C1COCC1. The product is [C:2]([O:6][C:7](=[O:26])[N:8]([CH:11]([CH3:25])[CH2:12][C:13]1[CH:24]=[CH:23][C:16]2[O:17][CH:18]([CH2:20][NH2:21])[O:19][C:15]=2[CH:14]=1)[CH2:9][CH3:10])([CH3:3])([CH3:4])[CH3:5]. The yield is 0.750. (7) The reactants are [CH3:1][C:2]1[CH:7]=[C:6]([C:8]2[CH:9]=[CH:10][C:11]3[N:17]4[CH2:18][C@H:14]([CH2:15][CH2:16]4)[NH:13][C:12]=3[N:19]=2)[CH:5]=[CH:4][N:3]=1.ClC(Cl)(O[C:24](=[O:30])OC(Cl)(Cl)Cl)Cl.[N:32]1[CH:37]=[CH:36][CH:35]=[C:34]([NH2:38])[N:33]=1.C(N(CC)CC)C. The catalyst is C1COCC1.CCOC(C)=O.CO.O. The product is [CH3:1][C:2]1[CH:7]=[C:6]([C:8]2[CH:9]=[CH:10][C:11]3[N:17]4[CH2:18][C@H:14]([CH2:15][CH2:16]4)[N:13]([C:24]([NH:38][C:34]4[N:33]=[N:32][CH:37]=[CH:36][CH:35]=4)=[O:30])[C:12]=3[N:19]=2)[CH:5]=[CH:4][N:3]=1. The yield is 0.257.